From a dataset of Reaction yield outcomes from USPTO patents with 853,638 reactions. Predict the reaction yield, written as a fraction of the theoretical maximum amount of product (1.0 means a 100% yield; for example, 0.34 means a 34% yield). The product is [Cl:9][C:6]1[CH:5]=[C:4]([CH:10]([C:29]([F:30])([F:32])[F:31])/[CH:11]=[CH:12]/[C:13]2[CH:14]=[C:15]3[C:19](=[CH:20][CH:21]=2)[NH:18][CH:17]=[CH:16]3)[CH:3]=[C:2]([Cl:1])[C:7]=1[F:8]. The yield is 0.970. The reactants are [Cl:1][C:2]1[CH:3]=[C:4]([CH:10]([C:29]([F:32])([F:31])[F:30])/[CH:11]=[CH:12]/[C:13]2[CH:14]=[C:15]3[C:19](=[CH:20][CH:21]=2)[N:18](C(OC(C)(C)C)=O)[CH:17]=[CH:16]3)[CH:5]=[C:6]([Cl:9])[C:7]=1[F:8].C(O)(C(F)(F)F)=O. The catalyst is C(Cl)Cl.